Predict the reactants needed to synthesize the given product. From a dataset of Full USPTO retrosynthesis dataset with 1.9M reactions from patents (1976-2016). (1) Given the product [NH2:1][C:2]1[N:7]=[C:6]([N:8]2[CH2:20][CH2:19][C:11]3([CH2:15][NH:14][C@H:13]([C:16]([OH:18])=[O:17])[CH2:12]3)[CH2:10][CH2:9]2)[CH:5]=[C:4]([O:21][C@H:22]([C:27]2[CH:32]=[CH:31][C:30]([Br:40])=[CH:29][C:28]=2[N:34]2[CH:38]=[CH:37][C:36]([CH3:39])=[N:35]2)[C:23]([F:26])([F:25])[F:24])[N:3]=1, predict the reactants needed to synthesize it. The reactants are: [NH2:1][C:2]1[N:7]=[C:6]([N:8]2[CH2:20][CH2:19][C:11]3([CH2:15][NH:14][C@H:13]([C:16]([OH:18])=[O:17])[CH2:12]3)[CH2:10][CH2:9]2)[CH:5]=[C:4]([O:21][C@H:22]([C:27]2[CH:32]=[CH:31][C:30](Cl)=[CH:29][C:28]=2[N:34]2[CH:38]=[CH:37][C:36]([CH3:39])=[N:35]2)[C:23]([F:26])([F:25])[F:24])[N:3]=1.[Br:40]C1C=CC([C@@H](O)C(F)(F)F)=C(C2C=CC=CC=2)C=1. (2) Given the product [CH3:12][C:9]1[N:10]=[C:11]2[C:6](=[CH:7][CH:8]=1)[N:5]=[CH:4][C:3]([C:13]#[N:14])=[CH:2]2, predict the reactants needed to synthesize it. The reactants are: Cl[C:2]1[C:11]2[C:6](=[CH:7][CH:8]=[C:9]([CH3:12])[N:10]=2)[N:5]=[CH:4][C:3]=1[C:13]#[N:14].